From a dataset of Full USPTO retrosynthesis dataset with 1.9M reactions from patents (1976-2016). Predict the reactants needed to synthesize the given product. (1) Given the product [CH:12]1([S:15]([C:18]2[CH:19]=[CH:20][C:21]([C@@H:24]([CH2:28][CH:29]3[CH2:34][CH2:33][O:32][CH2:31][CH2:30]3)[C:25]([NH:41][C:42]3[CH:47]=[N:46][CH:45]=[CH:44][N:43]=3)=[O:27])=[CH:22][CH:23]=2)(=[O:16])=[O:17])[CH2:13][CH2:14]1, predict the reactants needed to synthesize it. The reactants are: CN(C)C=O.C(Cl)(=O)C(Cl)=O.[CH:12]1([S:15]([C:18]2[CH:23]=[CH:22][C:21]([C@@H:24]([CH2:28][CH:29]3[CH2:34][CH2:33][O:32][CH2:31][CH2:30]3)[C:25]([OH:27])=O)=[CH:20][CH:19]=2)(=[O:17])=[O:16])[CH2:14][CH2:13]1.N1C=CC=CC=1.[NH2:41][C:42]1[CH:47]=[N:46][CH:45]=[CH:44][N:43]=1. (2) Given the product [CH:5]1[C:6]2[C:7]3[CH:8]=[CH:14][CH:13]=[CH:12][C:72]=3[O:71][C:70]=2[C:69]([C:51]2[C:52]3[O:53][C:54]4[C:60]([C:21]5[CH:20]=[C:19]([C:2]6[CH:3]=[N:4][C:5]7[C:10](=[C:9]8[CH:11]=[CH:12][CH:13]=[CH:14][C:8]8=[C:7]8[CH:15]=[CH:16][CH:17]=[CH:18][C:6]8=7)[N:1]=6)[CH:24]=[CH:23][CH:22]=5)=[CH:59][CH:58]=[CH:57][C:55]=4[C:56]=3[CH:48]=[CH:49][CH:50]=2)=[CH:9][CH:10]=1, predict the reactants needed to synthesize it. The reactants are: [N:1]1[C:10]2[C:5](=[C:6]3[CH:18]=[CH:17][CH:16]=[CH:15][C:7]3=[C:8]3[CH:14]=[CH:13][CH:12]=[CH:11][C:9]3=2)[N:4]=[CH:3][C:2]=1[C:19]1[CH:20]=[C:21](B2OC(C)(C)C(C)(C)O2)[CH:22]=[CH:23][CH:24]=1.I[C:51]1[C:52]2[O:53][C:54]3[CH:60]=[CH:59][CH:58]=[CH:57][C:55]=3[C:56]=2[C:48]([C:48]2[C:56]3[C:55]4[CH:57]=[CH:58][CH:59]=[CH:60][C:54]=4[O:53][C:52]=3[CH:51]=[CH:50][CH:49]=2)=[CH:49][CH:50]=1.C(=O)([O-])[O-].[Na+].[Na+].CO[CH2:69][CH2:70][O:71][CH3:72]. (3) Given the product [F:34][C:35]([F:48])([F:47])[S:36]([O:25][C:15]1[C:16]([CH3:24])=[CH:17][C:18]2[C:23](=[CH:22][CH:21]=[CH:20][CH:19]=2)[C:14]=1[C:9]1[C:8]2[C:13]3=[C:4]([CH2:3][CH2:2][O:1][C:12]3=[CH:11][CH:10]=1)[CH:5]=[CH:6][N:7]=2)(=[O:38])=[O:37], predict the reactants needed to synthesize it. The reactants are: [O:1]1[C:12]2[C:13]3[C:8]([C:9]([C:14]4[C:23]5[C:18](=[CH:19][CH:20]=[CH:21][CH:22]=5)[CH:17]=[C:16]([CH3:24])[C:15]=4[OH:25])=[CH:10][CH:11]=2)=[N:7][CH:6]=[CH:5][C:4]=3[CH2:3][CH2:2]1.N1C(C)=CC=CC=1C.[F:34][C:35]([F:48])([F:47])[S:36](O[S:36]([C:35]([F:48])([F:47])[F:34])(=[O:38])=[O:37])(=[O:38])=[O:37]. (4) Given the product [CH:8](=[C:15]1/[CH2:16][C:17]2([CH2:41][CH3:42])[C:23]3=[CH:24][C:25]4[CH:26]=[N:27][N:28]([C:31]5[CH:32]=[CH:33][C:34]([F:37])=[CH:35][CH:36]=5)[C:29]=4[CH:30]=[C:22]3[CH2:21][CH2:20][CH2:19][CH:18]2[CH2:38][C:39]/1([CH3:5])[OH:40])/[C:9]1[CH:10]=[CH:11][CH:12]=[CH:13][CH:14]=1, predict the reactants needed to synthesize it. The reactants are: [Cl-].[Ce+3].[Cl-].[Cl-].[CH3:5][Mg]Br.[CH:8](=[C:15]1/[CH2:16][C:17]2([CH2:41][CH3:42])[C:23]3=[CH:24][C:25]4[CH:26]=[N:27][N:28]([C:31]5[CH:36]=[CH:35][C:34]([F:37])=[CH:33][CH:32]=5)[C:29]=4[CH:30]=[C:22]3[CH2:21][CH2:20][CH2:19][CH:18]2[CH2:38][C:39]/1=[O:40])/[C:9]1[CH:14]=[CH:13][CH:12]=[CH:11][CH:10]=1. (5) Given the product [F:28][C:35]([F:21])([C:29]1[CH:34]=[CH:33][CH:32]=[CH:31][CH:30]=1)[C:40]1[CH:49]=[CH:48][C:43]([C:44]([O:46][CH3:47])=[O:45])=[CH:42][CH:41]=1, predict the reactants needed to synthesize it. The reactants are: F[B-](F)(F)F.F[B-](F)(F)F.ClC[N+]12CC[N+]([F:21])(CC1)CC2.C1C=CN=CC=1.[FH:28].[C:29]1([C:35]2([C:40]3[CH:49]=[CH:48][C:43]([C:44]([O:46][CH3:47])=[O:45])=[CH:42][CH:41]=3)SCCS2)[CH:34]=[CH:33][CH:32]=[CH:31][CH:30]=1. (6) Given the product [CH3:25][N:26]([CH2:27][CH2:28][CH2:29][CH2:30][S:31]([CH2:34][CH2:35][CH2:36][C:37]([F:43])([F:42])[C:38]([F:41])([F:40])[F:39])(=[O:32])=[O:33])[CH2:2][CH2:3][CH2:4][CH2:5][CH2:6][C:7]1[C:13]2[CH:14]=[CH:15][C:16]([OH:18])=[CH:17][C:12]=2[CH2:11][CH2:10][CH2:9][C:8]=1[C:19]1[CH:24]=[CH:23][CH:22]=[CH:21][CH:20]=1, predict the reactants needed to synthesize it. The reactants are: Br[CH2:2][CH2:3][CH2:4][CH2:5][CH2:6][C:7]1[C:13]2[CH:14]=[CH:15][C:16]([OH:18])=[CH:17][C:12]=2[CH2:11][CH2:10][CH2:9][C:8]=1[C:19]1[CH:24]=[CH:23][CH:22]=[CH:21][CH:20]=1.[CH3:25][NH:26][CH2:27][CH2:28][CH2:29][CH2:30][S:31]([CH2:34][CH2:35][CH2:36][C:37]([F:43])([F:42])[C:38]([F:41])([F:40])[F:39])(=[O:33])=[O:32]. (7) Given the product [Br:16][C:17]1[CH:22]=[C:21]([CH2:23][C:24]2[CH:29]=[CH:28][C:27]([O:30][CH2:31][CH3:32])=[CH:26][CH:25]=2)[C:20]([Cl:33])=[CH:19][C:18]=1[CH2:34][CH2:6][C:7]([OH:9])=[O:8], predict the reactants needed to synthesize it. The reactants are: CC[O-].[Na+].C(OCC)(=O)[CH2:6][C:7]([O:9]CC)=[O:8].[Br:16][C:17]1[CH:22]=[C:21]([CH2:23][C:24]2[CH:29]=[CH:28][C:27]([O:30][CH2:31][CH3:32])=[CH:26][CH:25]=2)[C:20]([Cl:33])=[CH:19][C:18]=1[CH2:34]Br. (8) Given the product [CH3:16][O:17][C:18](=[O:31])[CH2:19][S:20]([C:23]1[CH:28]=[CH:27][C:26]([Cl:29])=[CH:25][CH:24]=1)(=[O:21])=[O:22], predict the reactants needed to synthesize it. The reactants are: COC(=O)CS(C1C=CC=C(Cl)C=1)(=O)=O.[CH3:16][O:17][C:18](=[O:31])[CH2:19][S:20]([C:23]1[CH:28]=[CH:27][C:26]([Cl:29])=[C:25](Cl)[CH:24]=1)(=[O:22])=[O:21].COC(=O)CS(C1C=CC(OC)=CC=1)(=O)=O.COC(=O)CS(C1C=CC(F)=C(Cl)C=1)(=O)=O.